This data is from Full USPTO retrosynthesis dataset with 1.9M reactions from patents (1976-2016). The task is: Predict the reactants needed to synthesize the given product. (1) Given the product [O:35]1[CH2:40][CH2:39][N:38]([C:41]2[C:46]([NH:47][C:55]3[C:64]4[C:59](=[CH:60][C:61]([F:66])=[CH:62][C:63]=4[F:65])[N:58]=[C:57]([C:67]4[CH:68]=[N:69][C:70]([O:73][CH3:74])=[CH:71][CH:72]=4)[C:56]=3[CH3:75])=[CH:45][C:44]([N:48]3[CH2:49][CH2:50][O:51][CH2:52][CH2:53]3)=[CH:43][N:42]=2)[CH2:37][CH2:36]1, predict the reactants needed to synthesize it. The reactants are: C1(P(C2CCCCC2)C2C=CC=CC=2C2C(C(C)C)=CC(C(C)C)=CC=2C(C)C)CCCCC1.[O:35]1[CH2:40][CH2:39][N:38]([C:41]2[C:46]([NH2:47])=[CH:45][C:44]([N:48]3[CH2:53][CH2:52][O:51][CH2:50][CH2:49]3)=[CH:43][N:42]=2)[CH2:37][CH2:36]1.Cl[C:55]1[C:64]2[C:59](=[CH:60][C:61]([F:66])=[CH:62][C:63]=2[F:65])[N:58]=[C:57]([C:67]2[CH:68]=[N:69][C:70]([O:73][CH3:74])=[CH:71][CH:72]=2)[C:56]=1[CH3:75].CC(C)([O-])C.[Na+]. (2) Given the product [CH3:1][S:2]([O:14][CH2:13][C:11]1[CH:10]=[C:9]([N:15]2[CH2:20][CH2:19][O:18][CH2:17][C@H:16]2[CH3:21])[N:8]=[C:7]([Cl:6])[N:12]=1)(=[O:4])=[O:3], predict the reactants needed to synthesize it. The reactants are: [CH3:1][S:2](Cl)(=[O:4])=[O:3].[Cl:6][C:7]1[N:12]=[C:11]([CH2:13][OH:14])[CH:10]=[C:9]([N:15]2[CH2:20][CH2:19][O:18][CH2:17][C@H:16]2[CH3:21])[N:8]=1.C(N(CC)CC)C. (3) Given the product [CH3:32][O:33][C:34]1[CH:35]=[C:36]([C:42]([C:44]2[CH:49]=[CH:48][C:47]([O:50][CH3:51])=[C:46]([N+:52]([O-:54])=[O:53])[CH:45]=2)=[CH:25][C:30]#[N:5])[CH:37]=[C:38]([O:40][CH3:41])[CH:39]=1, predict the reactants needed to synthesize it. The reactants are: C[Si]([N-:5][Si](C)(C)C)(C)C.[Li+].[Br-].C1(C([PH3+])([C:25]2[CH:30]=CC=CC=2)C2C=CC=CC=2)C=CC=CC=1.[CH3:32][O:33][C:34]1[CH:35]=[C:36]([C:42]([C:44]2[CH:49]=[CH:48][C:47]([O:50][CH3:51])=[C:46]([N+:52]([O-:54])=[O:53])[CH:45]=2)=O)[CH:37]=[C:38]([O:40][CH3:41])[CH:39]=1. (4) Given the product [Cl:1][C:2]1[CH:7]=[CH:6][CH:5]=[CH:4][C:3]=1[C:8]1[CH:13]=[CH:12][N:11]=[CH:10][C:9]=1[N:14]([CH:15]1[CH2:17][CH2:16]1)[C:23](=[O:24])[C:22]1[CH:26]=[C:27]([C:29]([F:30])([F:31])[F:32])[CH:28]=[C:20]([C:19]([F:18])([F:33])[F:34])[CH:21]=1, predict the reactants needed to synthesize it. The reactants are: [Cl:1][C:2]1[CH:7]=[CH:6][CH:5]=[CH:4][C:3]=1[C:8]1[CH:13]=[CH:12][N:11]=[CH:10][C:9]=1[NH:14][CH:15]1[CH2:17][CH2:16]1.[F:18][C:19]([F:34])([F:33])[C:20]1[CH:21]=[C:22]([CH:26]=[C:27]([C:29]([F:32])([F:31])[F:30])[CH:28]=1)[C:23](Cl)=[O:24]. (5) Given the product [CH3:1][O:2][CH2:3][C:4]1[CH:9]=[C:8]([C:10]2[O:14][N:13]=[C:12]([C:15]3[CH:20]=[CH:19][C:18]([CH:21]=[O:22])=[CH:17][C:16]=3[CH3:23])[N:11]=2)[CH:7]=[CH:6][C:5]=1[C:24]1[CH:29]=[CH:28][CH:27]=[CH:26][C:25]=1[CH3:30], predict the reactants needed to synthesize it. The reactants are: [CH3:1][O:2][CH2:3][C:4]1[CH:9]=[C:8]([C:10]2[O:14][N:13]=[C:12]([C:15]3[CH:20]=[CH:19][C:18]([CH2:21][OH:22])=[CH:17][C:16]=3[CH3:23])[N:11]=2)[CH:7]=[CH:6][C:5]=1[C:24]1[CH:29]=[CH:28][CH:27]=[CH:26][C:25]=1[CH3:30].